This data is from NCI-60 drug combinations with 297,098 pairs across 59 cell lines. The task is: Regression. Given two drug SMILES strings and cell line genomic features, predict the synergy score measuring deviation from expected non-interaction effect. Drug 1: CNC(=O)C1=CC=CC=C1SC2=CC3=C(C=C2)C(=NN3)C=CC4=CC=CC=N4. Drug 2: COCCOC1=C(C=C2C(=C1)C(=NC=N2)NC3=CC=CC(=C3)C#C)OCCOC.Cl. Cell line: UACC-257. Synergy scores: CSS=1.04, Synergy_ZIP=0.579, Synergy_Bliss=1.30, Synergy_Loewe=-0.0141, Synergy_HSA=0.131.